From a dataset of Full USPTO retrosynthesis dataset with 1.9M reactions from patents (1976-2016). Predict the reactants needed to synthesize the given product. (1) Given the product [OH:11][CH2:10][CH2:9][CH2:8][CH2:7][CH2:6][CH2:5][CH2:4][CH2:3][CH2:2][N:35]1[CH2:36][CH2:37][C:31]2([O:30][CH2:29][CH2:28][N:27]([C:25]([C:23]3[S:24][C:20]([CH3:19])=[CH:21][CH:22]=3)=[O:26])[CH2:32]2)[CH2:33][CH2:34]1, predict the reactants needed to synthesize it. The reactants are: Br[CH2:2][CH2:3][CH2:4][CH2:5][CH2:6][CH2:7][CH2:8][CH2:9][CH2:10][OH:11].FC(F)(F)C(O)=O.[CH3:19][C:20]1[S:24][C:23]([C:25]([N:27]2[CH2:32][C:31]3([CH2:37][CH2:36][NH:35][CH2:34][CH2:33]3)[O:30][CH2:29][CH2:28]2)=[O:26])=[CH:22][CH:21]=1.C(N(CC)CC)C. (2) Given the product [N:11]1[N:10]=[CH:9][N:13]2[C:12]=1[CH:17]=[CH:16][CH:15]=[N:14]2, predict the reactants needed to synthesize it. The reactants are: N1C=CC=N1.[OH-].[Na+].Cl[C:9]1[N:13]2[N:14]=[C:15](Cl)[CH:16]=[CH:17][C:12]2=[N:11][N:10]=1.O. (3) Given the product [OH:24][C:21]([CH3:23])([CH3:22])[C:20]([N:17]1[CH2:18][CH2:19][N:14]([C:8]2[C:5]3[CH:6]=[N:7][C:2]([NH:26][C:27]4[CH:32]=[CH:31][N:30]=[C:29]([N:33]5[CH2:34][CH2:35][C:36]([OH:39])([CH3:40])[CH2:37][CH2:38]5)[N:28]=4)=[CH:3][C:4]=3[N:10]([CH:11]([CH3:13])[CH3:12])[N:9]=2)[CH2:15][CH2:16]1)=[O:25], predict the reactants needed to synthesize it. The reactants are: Cl[C:2]1[N:7]=[CH:6][C:5]2[C:8]([N:14]3[CH2:19][CH2:18][N:17]([C:20](=[O:25])[C:21]([OH:24])([CH3:23])[CH3:22])[CH2:16][CH2:15]3)=[N:9][N:10]([CH:11]([CH3:13])[CH3:12])[C:4]=2[CH:3]=1.[NH2:26][C:27]1[CH:32]=[CH:31][N:30]=[C:29]([N:33]2[CH2:38][CH2:37][C:36]([CH3:40])([OH:39])[CH2:35][CH2:34]2)[N:28]=1.C1(P(C2CCCCC2)C2C(OC)=CC=C(OC)C=2C2C(C(C)C)=CC(C(C)C)=CC=2C(C)C)CCCCC1.C(=O)([O-])[O-].[Cs+].[Cs+].